Dataset: Forward reaction prediction with 1.9M reactions from USPTO patents (1976-2016). Task: Predict the product of the given reaction. (1) Given the reactants [CH3:1][N:2]([CH3:20])[CH2:3][CH2:4][CH2:5][O:6][C:7]1[CH:12]=[CH:11][C:10]([NH2:13])=[CH:9][C:8]=1[C:14]1[N:15]([CH3:19])[N:16]=[CH:17][CH:18]=1.[F:21][C:22]1[CH:27]=[CH:26][C:25]([CH3:28])=[CH:24][C:23]=1[N:29]=[C:30]=[O:31], predict the reaction product. The product is: [CH3:20][N:2]([CH3:1])[CH2:3][CH2:4][CH2:5][O:6][C:7]1[CH:12]=[CH:11][C:10]([NH:13][C:30]([NH:29][C:23]2[CH:24]=[C:25]([CH3:28])[CH:26]=[CH:27][C:22]=2[F:21])=[O:31])=[CH:9][C:8]=1[C:14]1[N:15]([CH3:19])[N:16]=[CH:17][CH:18]=1. (2) Given the reactants [N+:1]([O:4][CH2:5][CH2:6][CH2:7][C:8]([O:10][C:11]1[CH:20]=[CH:19][C:18]2[C:13](=[CH:14][CH:15]=[C:16]([CH:21]([CH3:29])[C:22]([O:24]C(C)(C)C)=[O:23])[CH:17]=2)[CH:12]=1)=[O:9])([O-:3])=[O:2].OC(C(F)(F)F)=O.FC(F)(F)C(O)=O, predict the reaction product. The product is: [N+:1]([O:4][CH2:5][CH2:6][CH2:7][C:8]([O:10][C:11]1[CH:12]=[C:13]2[C:18](=[CH:19][CH:20]=1)[CH:17]=[C:16]([CH:21]([CH3:29])[C:22]([OH:24])=[O:23])[CH:15]=[CH:14]2)=[O:9])([O-:3])=[O:2]. (3) Given the reactants [Si:1]([O:8][C:9]([CH3:35])([CH3:34])[C@H:10]([NH:20][C:21]1[C:30]2[C:25](=[CH:26][CH:27]=[CH:28][CH:29]=2)[N:24]=[CH:23][C:22]=1[N+:31]([O-])=O)[CH2:11][O:12][Si:13]([C:16]([CH3:19])([CH3:18])[CH3:17])([CH3:15])[CH3:14])([C:4]([CH3:7])([CH3:6])[CH3:5])([CH3:3])[CH3:2], predict the reaction product. The product is: [Si:1]([O:8][C:9]([CH3:35])([CH3:34])[C@H:10]([NH:20][C:21]1[C:30]2[C:25](=[CH:26][CH:27]=[CH:28][CH:29]=2)[N:24]=[CH:23][C:22]=1[NH2:31])[CH2:11][O:12][Si:13]([C:16]([CH3:19])([CH3:18])[CH3:17])([CH3:15])[CH3:14])([C:4]([CH3:5])([CH3:6])[CH3:7])([CH3:3])[CH3:2].